This data is from Forward reaction prediction with 1.9M reactions from USPTO patents (1976-2016). The task is: Predict the product of the given reaction. (1) Given the reactants Cl.[NH2:2][OH:3].C(O)C.N1C=CC=CC=1.[OH:13][C:14]1[C:23]2[O:22][C@@H:21]([CH2:24][OH:25])[CH2:20][O:19][C:18]=2[CH:17]=[CH:16][C:15]=1[C:26](=O)[CH3:27], predict the reaction product. The product is: [OH:13][C:14]1[C:23]2[O:22][CH:21]([CH2:24][OH:25])[CH2:20][O:19][C:18]=2[CH:17]=[CH:16][C:15]=1[C:26](=[N:2][OH:3])[CH3:27]. (2) Given the reactants [F:1][CH:2]([CH2:13][N:14]1[CH:18]=[C:17]([NH:19][C:20](=[O:27])[CH2:21][N:22]2[CH2:25][CH:24]([F:26])[CH2:23]2)[N:16]=[N:15]1)[CH2:3][CH2:4][N:5]1[CH:9]=[C:8]([C:10]([OH:12])=O)[N:7]=[N:6]1.[F:28][C:29]1[CH:34]=[CH:33][C:32]([O:35][C:36]([F:39])([F:38])[F:37])=[CH:31][C:30]=1[CH2:40][NH2:41].CN(C(ON1N=NC2C=CC=NC1=2)=[N+](C)C)C.F[P-](F)(F)(F)(F)F.CCN(C(C)C)C(C)C, predict the reaction product. The product is: [F:1][CH:2]([CH2:13][N:14]1[CH:18]=[C:17]([NH:19][C:20](=[O:27])[CH2:21][N:22]2[CH2:25][CH:24]([F:26])[CH2:23]2)[N:16]=[N:15]1)[CH2:3][CH2:4][N:5]1[CH:9]=[C:8]([C:10]([NH:41][CH2:40][C:30]2[CH:31]=[C:32]([O:35][C:36]([F:37])([F:38])[F:39])[CH:33]=[CH:34][C:29]=2[F:28])=[O:12])[N:7]=[N:6]1. (3) Given the reactants C(OC([N:6]1[C:10]2=[N:11][CH:12]=[C:13](Br)[CH:14]=[C:9]2[CH:8]=[C:7]1[C:16]1[C:21]([F:22])=[CH:20][CH:19]=[CH:18][C:17]=1[F:23])=O)C.[CH3:24][O:25][C:26]1[CH:31]=[C:30]([O:32][CH3:33])[CH:29]=[CH:28][C:27]=1B(O)O, predict the reaction product. The product is: [F:22][C:21]1[CH:20]=[CH:19][CH:18]=[C:17]([F:23])[C:16]=1[C:7]1[NH:6][C:10]2=[N:11][CH:12]=[C:13]([C:29]3[CH:28]=[CH:27][C:26]([O:25][CH3:24])=[CH:31][C:30]=3[O:32][CH3:33])[CH:14]=[C:9]2[CH:8]=1. (4) Given the reactants C([O:3][C:4](=O)/[CH:5]=[C:6](/[O:30][C:31]1[CH:36]=[CH:35][CH:34]=[CH:33][C:32]=1[Br:37])\[CH2:7][NH:8][CH:9]([C:17](=[O:29])[NH:18][C:19]1[CH:23]=[CH:22][N:21]([CH2:24][C:25]([OH:28])([CH3:27])[CH3:26])[N:20]=1)[CH2:10][CH:11]1[CH2:16][CH2:15][O:14][CH2:13][CH2:12]1)C, predict the reaction product. The product is: [Br:37][C:32]1[CH:33]=[CH:34][CH:35]=[CH:36][C:31]=1[O:30][C:6]1[CH2:7][N:8]([CH:9]([CH2:10][CH:11]2[CH2:16][CH2:15][O:14][CH2:13][CH2:12]2)[C:17]([NH:18][C:19]2[CH:23]=[CH:22][N:21]([CH2:24][C:25]([OH:28])([CH3:26])[CH3:27])[N:20]=2)=[O:29])[C:4](=[O:3])[CH:5]=1. (5) The product is: [C:23]1([S:20]([C:16]2[CH:15]=[C:14]3[C:19](=[CH:18][CH:17]=2)[C:10]([CH2:9][NH:7][CH3:6])=[CH:11][CH:12]=[CH:13]3)(=[O:22])=[O:21])[CH:24]=[CH:25][CH:26]=[CH:27][CH:28]=1. Given the reactants C(O[C:6](=O)[N:7]([CH2:9][C:10]1[C:19]2[C:14](=[CH:15][C:16]([S:20]([C:23]3[CH:28]=[CH:27][CH:26]=[CH:25][CH:24]=3)(=[O:22])=[O:21])=[CH:17][CH:18]=2)[CH:13]=[CH:12][CH:11]=1)C)(C)(C)C.Cl, predict the reaction product. (6) Given the reactants [NH2:1][C:2]1[C:7]([Cl:8])=[C:6]([CH3:9])[N:5]=[C:4]([CH3:10])[N:3]=1.CC(C)([O-])C.[K+].[CH2:17]([O:24][C:25]1[CH:32]=[CH:31][C:28]([CH2:29]Cl)=[CH:27][C:26]=1[O:33][CH:34]([F:36])[F:35])[C:18]1[CH:23]=[CH:22][CH:21]=[CH:20][CH:19]=1.C1(C)C=CC=CC=1, predict the reaction product. The product is: [CH2:17]([O:24][C:25]1[CH:32]=[CH:31][C:28]([CH2:29][NH:1][C:2]2[C:7]([Cl:8])=[C:6]([CH3:9])[N:5]=[C:4]([CH3:10])[N:3]=2)=[CH:27][C:26]=1[O:33][CH:34]([F:35])[F:36])[C:18]1[CH:19]=[CH:20][CH:21]=[CH:22][CH:23]=1. (7) Given the reactants CS(O[CH2:6][C@@H:7]([NH:14][C:15]([O:17][C:18]([CH3:21])([CH3:20])[CH3:19])=[O:16])[C:8]1[CH:13]=[CH:12][CH:11]=[CH:10][CH:9]=1)(=O)=O.[NH:22]1[CH2:27][CH2:26][O:25][CH2:24][CH2:23]1.C(OCC)C, predict the reaction product. The product is: [N:22]1([CH2:6][C@@H:7]([NH:14][C:15](=[O:16])[O:17][C:18]([CH3:21])([CH3:20])[CH3:19])[C:8]2[CH:13]=[CH:12][CH:11]=[CH:10][CH:9]=2)[CH2:27][CH2:26][O:25][CH2:24][CH2:23]1.